This data is from Forward reaction prediction with 1.9M reactions from USPTO patents (1976-2016). The task is: Predict the product of the given reaction. (1) The product is: [F:1][C:2]1[CH:3]=[CH:4][C:5]([N+:9]([O-:11])=[O:10])=[C:6]([O:8][CH2:12][CH3:13])[CH:7]=1. Given the reactants [F:1][C:2]1[CH:3]=[CH:4][C:5]([N+:9]([O-:11])=[O:10])=[C:6]([OH:8])[CH:7]=1.[CH2:12](I)[CH3:13].C(=O)([O-])[O-].[K+].[K+], predict the reaction product. (2) Given the reactants [CH3:1][C:2]([O:5][C:6]([N:8]1[CH2:14][CH2:13][C:12]2[CH:15]=[CH:16][C:17]([CH2:19][N:20]3[CH:24]=[C:23]([C:25](O)=[O:26])[N:22]=[CH:21]3)=[CH:18][C:11]=2[CH2:10][CH2:9]1)=[O:7])([CH3:4])[CH3:3].[CH3:28][NH2:29], predict the reaction product. The product is: [CH3:28][NH:29][C:25]([C:23]1[N:22]=[CH:21][N:20]([CH2:19][C:17]2[CH:16]=[CH:15][C:12]3[CH2:13][CH2:14][N:8]([C:6]([O:5][C:2]([CH3:1])([CH3:3])[CH3:4])=[O:7])[CH2:9][CH2:10][C:11]=3[CH:18]=2)[CH:24]=1)=[O:26]. (3) Given the reactants [C:1]1([C:7]2([CH2:12][N:13]3C(=O)C4C(=CC=CC=4)C3=O)[O:11][CH2:10][CH2:9][O:8]2)[CH:6]=[CH:5][CH:4]=[CH:3][CH:2]=1.NN, predict the reaction product. The product is: [C:1]1([C:7]2([CH2:12][NH2:13])[O:11][CH2:10][CH2:9][O:8]2)[CH:2]=[CH:3][CH:4]=[CH:5][CH:6]=1. (4) Given the reactants FC(F)(F)O[C:4]1[CH:12]=[CH:11][C:7]([C:8](O)=[O:9])=[CH:6][CH:5]=1.C[N:16](C(ON1N=NC2C=CC=NC1=2)=[N+](C)C)C.F[P-](F)(F)(F)(F)F.CCN(C(C)C)C(C)C.NC(C)(COC1C=CC2COB(O)C=2C=1N(C)C)C#N, predict the reaction product. The product is: [C:8]([NH2:16])(=[O:9])[C:7]1[CH:11]=[CH:12][CH:4]=[CH:5][CH:6]=1. (5) Given the reactants [CH:1]([C:3]1[C:12]([CH3:13])=[CH:11][C:6]2[C:7](=[O:10])[O:8][CH2:9][C:5]=2[C:4]=1[CH3:14])=[CH2:2].C1C=C(Cl)C=C(C(OO)=[O:23])C=1, predict the reaction product. The product is: [CH3:14][C:4]1[C:5]2[CH2:9][O:8][C:7](=[O:10])[C:6]=2[CH:11]=[C:12]([CH3:13])[C:3]=1[CH:1]1[CH2:2][O:23]1. (6) Given the reactants C([O:3][C:4]([C:6]1[CH:10]=[C:9]([C:11]2[CH:12]=[N:13][C:14]([CH3:17])=[CH:15][CH:16]=2)[N:8]([C:18]2[CH:19]=[N:20][C:21]([O:24][CH3:25])=[CH:22][CH:23]=2)[N:7]=1)=[O:5])C.[OH-].[Na+].Cl.O, predict the reaction product. The product is: [CH3:25][O:24][C:21]1[N:20]=[CH:19][C:18]([N:8]2[C:9]([C:11]3[CH:12]=[N:13][C:14]([CH3:17])=[CH:15][CH:16]=3)=[CH:10][C:6]([C:4]([OH:5])=[O:3])=[N:7]2)=[CH:23][CH:22]=1. (7) Given the reactants [F:1][C:2]([F:41])([F:40])[C:3]1[CH:4]=[C:5]([CH:33]=[C:34]([C:36]([F:39])([F:38])[F:37])[CH:35]=1)[CH2:6][N:7]([CH2:21][C:22]1[CH:27]=[C:26]([C:28]([F:31])([F:30])[F:29])[CH:25]=[CH:24][C:23]=1[OH:32])[C:8]1[N:13]=[CH:12][C:11]([O:14][CH2:15][CH2:16][CH2:17][C:18]([OH:20])=[O:19])=[CH:10][N:9]=1.[OH-].[Na+:43], predict the reaction product. The product is: [Na+:43].[F:41][C:2]([F:1])([F:40])[C:3]1[CH:4]=[C:5]([CH:33]=[C:34]([C:36]([F:37])([F:38])[F:39])[CH:35]=1)[CH2:6][N:7]([CH2:21][C:22]1[CH:27]=[C:26]([C:28]([F:31])([F:30])[F:29])[CH:25]=[CH:24][C:23]=1[OH:32])[C:8]1[N:9]=[CH:10][C:11]([O:14][CH2:15][CH2:16][CH2:17][C:18]([O-:20])=[O:19])=[CH:12][N:13]=1. (8) Given the reactants [OH:1][C:2]1[CH:3]=[C:4]2[C:9](=[CH:10][CH:11]=1)[CH:8]=[C:7]([C:12]([OH:14])=[O:13])[CH:6]=[CH:5]2.[I-].[K+].[OH-].[K+].Cl[CH2:20][CH2:21][CH2:22][CH2:23][CH2:24][CH2:25][OH:26].Cl, predict the reaction product. The product is: [OH:26][CH2:25][CH2:24][CH2:23][CH2:22][CH2:21][CH2:20][O:1][C:2]1[CH:3]=[C:4]2[C:9](=[CH:10][CH:11]=1)[CH:8]=[C:7]([C:12]([OH:14])=[O:13])[CH:6]=[CH:5]2.